This data is from Human liver microsome stability data. The task is: Regression/Classification. Given a drug SMILES string, predict its absorption, distribution, metabolism, or excretion properties. Task type varies by dataset: regression for continuous measurements (e.g., permeability, clearance, half-life) or binary classification for categorical outcomes (e.g., BBB penetration, CYP inhibition). Dataset: hlm. The compound is COc1ccnc(Oc2ccc3c(c2)c(=O)ncn3Cc2c(F)cc(F)cc2F)c1C(F)(F)F. The result is 0 (unstable in human liver microsomes).